This data is from Peptide-MHC class II binding affinity with 134,281 pairs from IEDB. The task is: Regression. Given a peptide amino acid sequence and an MHC pseudo amino acid sequence, predict their binding affinity value. This is MHC class II binding data. The peptide sequence is GGESFGIVVAWKVRL. The MHC is DRB1_0405 with pseudo-sequence DRB1_0405. The binding affinity (normalized) is 0.399.